From a dataset of Reaction yield outcomes from USPTO patents with 853,638 reactions. Predict the reaction yield, written as a fraction of the theoretical maximum amount of product (1.0 means a 100% yield; for example, 0.34 means a 34% yield). (1) The reactants are [H-].[Na+].[Cl:3][C:4]1[CH:5]=[C:6]2[C:10](=[CH:11][C:12]=1[N+:13]([O-:15])=[O:14])[C:9](=[O:16])[NH:8][C:7]2=[O:17].[CH3:18]I.O. The catalyst is CN(C=O)C. The product is [Cl:3][C:4]1[CH:5]=[C:6]2[C:10](=[CH:11][C:12]=1[N+:13]([O-:15])=[O:14])[C:9](=[O:16])[N:8]([CH3:18])[C:7]2=[O:17]. The yield is 0.736. (2) The reactants are [NH2:1][C@@:2]([C:6]1[CH:15]=[CH:14][C:13]2[C:8](=[CH:9][CH:10]=[C:11]([O:16][C@H:17]3[CH2:22][CH2:21][C@@H:20]([C:23]([F:26])([F:25])[F:24])[CH2:19][CH2:18]3)[CH:12]=2)[CH:7]=1)([CH3:5])[CH2:3][OH:4].C[C@@]1(C2C=CC3C(=CC=C(O[C@H]4CC[C@H](C(F)(F)F)CC4)C=3)C=2)COC(=O)N1. No catalyst specified. The product is [NH2:1][C@@:2]([C:6]1[CH:15]=[CH:14][C:13]2[C:8](=[CH:9][CH:10]=[C:11]([O:16][C@H:17]3[CH2:22][CH2:21][C@H:20]([C:23]([F:24])([F:25])[F:26])[CH2:19][CH2:18]3)[CH:12]=2)[CH:7]=1)([CH3:5])[CH2:3][OH:4]. The yield is 0.830. (3) The reactants are [NH2:1][C:2]1[CH:12]=[CH:11][C:5]([C:6]([O:8][CH2:9][CH3:10])=[O:7])=[C:4]([S:13][CH3:14])[CH:3]=1.[I:15]Cl.CC(O)=O. The catalyst is C(O)(=O)C.CCOC(C)=O. The product is [NH2:1][C:2]1[C:12]([I:15])=[CH:11][C:5]([C:6]([O:8][CH2:9][CH3:10])=[O:7])=[C:4]([S:13][CH3:14])[CH:3]=1. The yield is 0.530. (4) The reactants are [CH3:1][O:2][C:3](=[O:10])[C:4]([CH3:9])([CH3:8])[C:5](=[O:7])[CH3:6]. The catalyst is CO. The product is [CH3:1][O:2][C:3](=[O:10])[C:4]([CH3:9])([CH3:8])[C@@H:5]([OH:7])[CH3:6]. The yield is 0.950. (5) The reactants are [Cl:1][C:2]1[CH:3]=[C:4]([CH:28]=[CH:29][CH:30]=1)[C:5]([NH:7][C:8]1[CH:13]=[CH:12][C:11]([NH:14][C:15]2[C:24]3[C:19](=[CH:20][C:21]([OH:27])=[C:22]([O:25][CH3:26])[CH:23]=3)[N:18]=[CH:17][N:16]=2)=[CH:10][N:9]=1)=[O:6].Br[CH2:32][CH2:33][CH2:34][CH2:35][O:36][CH2:37][C:38]([O-])=O.C(=O)([O-])[O-:42].[K+].[K+]. The catalyst is CC(N(C)C)=O. The product is [C:37]([O:36][CH2:35][CH2:34][CH2:33][CH2:32][O:27][C:21]1[CH:20]=[C:19]2[C:24]([C:15]([NH:14][C:11]3[CH:10]=[N:9][C:8]([NH:7][C:5](=[O:6])[C:4]4[CH:28]=[CH:29][CH:30]=[C:2]([Cl:1])[CH:3]=4)=[CH:13][CH:12]=3)=[N:16][CH:17]=[N:18]2)=[CH:23][C:22]=1[O:25][CH3:26])(=[O:42])[CH3:38]. The yield is 0.630. (6) The reactants are CC(S([NH:7][CH:8]([C:10]1[CH:19]=[CH:18][C:13]2[NH:14][C:15](=[O:17])[NH:16][C:12]=2[CH:11]=1)[CH3:9])=O)(C)C.[ClH:20]. The catalyst is CO. The product is [ClH:20].[NH2:7][CH:8]([C:10]1[CH:19]=[CH:18][C:13]2[NH:14][C:15](=[O:17])[NH:16][C:12]=2[CH:11]=1)[CH3:9]. The yield is 0.810.